Dataset: Catalyst prediction with 721,799 reactions and 888 catalyst types from USPTO. Task: Predict which catalyst facilitates the given reaction. Reactant: C([Li])CCC.Br[C:7]1[CH:8]=[CH:9][C:10]([O:13][CH:14]2[CH2:19][CH2:18][CH2:17][CH2:16][CH2:15]2)=[N:11][CH:12]=1.[B:20](OC(C)C)([O:25]C(C)C)[O:21]C(C)C.[OH-].[Na+]. Product: [CH:14]1([O:13][C:10]2[N:11]=[CH:12][C:7]([B:20]([OH:25])[OH:21])=[CH:8][CH:9]=2)[CH2:19][CH2:18][CH2:17][CH2:16][CH2:15]1. The catalyst class is: 90.